Dataset: Forward reaction prediction with 1.9M reactions from USPTO patents (1976-2016). Task: Predict the product of the given reaction. (1) Given the reactants [C:1]1(=[O:11])[O:6][C:4](=[O:5])[C:3]2[CH2:7][CH2:8][CH2:9][CH2:10][C:2]1=2.[BH4-].[Na+].Cl, predict the reaction product. The product is: [OH:11][CH:1]1[C:2]2[CH2:10][CH2:9][CH2:8][CH2:7][C:3]=2[C:4](=[O:5])[O:6]1. (2) The product is: [CH3:17][NH:16][C:14](=[O:15])[C:13]1[CH:18]=[C:9]([N:2]2[CH2:3][CH:4]3[CH:5]([CH2:6][N:7]([CH3:24])[CH2:8]3)[CH2:1]2)[CH:10]=[CH:11][C:12]=1[N+:19]([O-:21])=[O:20]. Given the reactants [CH2:1]1[CH:5]2[CH2:6][NH:7][CH2:8][CH:4]2[CH2:3][N:2]1[C:9]1[CH:10]=[CH:11][C:12]([N+:19]([O-:21])=[O:20])=[C:13]([CH:18]=1)[C:14]([NH:16][CH3:17])=[O:15].C=O.[C:24]([BH3-])#N, predict the reaction product. (3) Given the reactants [N+:1]([O-:16])([O:3][C@@H:4]([C@H:6]([O:12][N+:13]([O-:15])=[O:14])[CH:7]([CH3:11])[CH2:8][CH2:9][OH:10])[CH3:5])=[O:2].Cl[C:18]([O:20][CH:21]([Cl:23])[CH3:22])=[O:19].N1C=CC=CC=1, predict the reaction product. The product is: [C:18](=[O:19])([O:20][CH:21]([Cl:23])[CH3:22])[O:10][CH2:9][CH2:8][CH:7]([CH3:11])[C@@H:6]([O:12][N+:13]([O-:15])=[O:14])[C@H:4]([O:3][N+:1]([O-:16])=[O:2])[CH3:5].